The task is: Predict the reactants needed to synthesize the given product.. This data is from Full USPTO retrosynthesis dataset with 1.9M reactions from patents (1976-2016). Given the product [CH3:1][O:2][C:3](=[O:18])[C:4]1[CH:5]=[CH:6][C:7]([C:10]2[CH:11]=[N:12][C:13]([NH2:17])=[C:14]([O:16][S:35]([C:32]3[CH:33]=[CH:34][C:29]([CH3:28])=[CH:30][CH:31]=3)(=[O:37])=[O:36])[CH:15]=2)=[CH:8][CH:9]=1, predict the reactants needed to synthesize it. The reactants are: [CH3:1][O:2][C:3](=[O:18])[C:4]1[CH:9]=[CH:8][C:7]([C:10]2[CH:11]=[N:12][C:13]([NH2:17])=[C:14]([OH:16])[CH:15]=2)=[CH:6][CH:5]=1.C(N(CC)C(C)C)(C)C.[CH3:28][C:29]1[CH:34]=[CH:33][C:32]([S:35](Cl)(=[O:37])=[O:36])=[CH:31][CH:30]=1.